This data is from Forward reaction prediction with 1.9M reactions from USPTO patents (1976-2016). The task is: Predict the product of the given reaction. (1) Given the reactants [F:1][C:2]1[CH:3]=[C:4]([CH:40]=[CH:41][CH:42]=1)[CH2:5][N:6]1[C:14]2[C:9](=[CH:10][C:11]([NH:15][C:16]3[C:21]4=[C:22]([CH2:25][N:26]5[CH2:31][CH2:30][CH:29]([NH:32][C:33]([CH2:35][O:36]C(=O)C)=[O:34])[CH2:28][CH2:27]5)[CH:23]=[CH:24][N:20]4[N:19]=[CH:18][N:17]=3)=[CH:12][CH:13]=2)[CH:8]=[N:7]1.[OH-].[Na+], predict the reaction product. The product is: [F:1][C:2]1[CH:3]=[C:4]([CH:40]=[CH:41][CH:42]=1)[CH2:5][N:6]1[C:14]2[C:9](=[CH:10][C:11]([NH:15][C:16]3[C:21]4=[C:22]([CH2:25][N:26]5[CH2:27][CH2:28][CH:29]([NH:32][C:33](=[O:34])[CH2:35][OH:36])[CH2:30][CH2:31]5)[CH:23]=[CH:24][N:20]4[N:19]=[CH:18][N:17]=3)=[CH:12][CH:13]=2)[CH:8]=[N:7]1. (2) The product is: [NH2:1][C@H:2]([C:9]([NH:11][C@H:12]([C:25]([O:27][CH2:28][CH:46]=[CH2:47])=[O:26])[CH2:13][C:14]1[CH:19]=[CH:18][C:17]([O:20][C:21]([CH3:23])([CH3:22])[CH3:24])=[CH:16][CH:15]=1)=[O:10])[CH2:3][O:4][C:5]([CH3:8])([CH3:7])[CH3:6]. Given the reactants [NH:1](C(OCC1C2C(=CC=CC=2)C2C1=CC=CC=2)=O)[C@H:2]([C:9]([NH:11][C@H:12]([C:25]([O:27][CH3:28])=[O:26])[CH2:13][C:14]1[CH:19]=[CH:18][C:17]([O:20][C:21]([CH3:24])([CH3:23])[CH3:22])=[CH:16][CH:15]=1)=[O:10])[CH2:3][O:4][C:5]([CH3:8])([CH3:7])[CH3:6].[CH2:46](N)[CH2:47]N(CCN)CCN, predict the reaction product. (3) The product is: [Br:1][C:2]1[C:3]([N:33]2[CH2:34][CH2:35][N:36]([CH3:39])[CH2:37][CH2:38]2)=[CH:4][C:5]([O:31][CH3:32])=[C:6]([NH:8][C:9]2[N:14]=[C:13]([NH:15][C:16]3[CH:17]=[CH:18][CH:19]=[C:20]([CH:22]=[CH2:23])[CH:21]=3)[C:12]([Cl:30])=[CH:11][N:10]=2)[CH:7]=1. Given the reactants [Br:1][C:2]1[C:3]([N:33]2[CH2:38][CH2:37][N:36]([CH3:39])[CH2:35][CH2:34]2)=[CH:4][C:5]([O:31][CH3:32])=[C:6]([NH:8][C:9]2[N:14]=[C:13]([NH:15][C:16]3[CH:21]=[C:20]([CH:22]=[CH2:23])[CH:19]=[CH:18][C:17]=3N(C)S(C)(=O)=O)[C:12]([Cl:30])=[CH:11][N:10]=2)[CH:7]=1.ClC1N=C(NC2C=C(C=C)C=CC=2N(C)S(C)(=O)=O)C(Cl)=CN=1, predict the reaction product. (4) Given the reactants [NH2:1][C@@H:2]1[CH2:7][CH2:6][C@H:5]([NH:8][C:9]2[CH:14]=[C:13]([N:15]([CH3:24])[CH2:16][CH2:17][C:18]3[CH:23]=[CH:22][CH:21]=[CH:20][CH:19]=3)[C:12]([CH3:25])=[CH:11][N:10]=2)[CH2:4][CH2:3]1.[Cl:26][C:27]1[CH:28]=[C:29]([CH:33]=[CH:34][C:35]=1[F:36])[C:30](O)=[O:31].C1C=CC2N(O)N=NC=2C=1.O.CCN=C=NCCCN(C)C.Cl.C([O-])(O)=O.[Na+], predict the reaction product. The product is: [ClH:26].[Cl:26][C:27]1[CH:28]=[C:29]([CH:33]=[CH:34][C:35]=1[F:36])[C:30]([NH:1][C@H:2]1[CH2:7][CH2:6][C@@H:5]([NH:8][C:9]2[CH:14]=[C:13]([N:15]([CH3:24])[CH2:16][CH2:17][C:18]3[CH:19]=[CH:20][CH:21]=[CH:22][CH:23]=3)[C:12]([CH3:25])=[CH:11][N:10]=2)[CH2:4][CH2:3]1)=[O:31]. (5) Given the reactants [C:1]([O:5][C@@H:6]([C:11]1[C:40]([CH3:41])=[N:39][C:38]2=[CH:42][C:35]3=[N:36][N:37]2[C:12]=1[N:13]1[CH2:50][CH2:49][C:16]([CH3:51])([O:17][CH2:18][CH2:19][CH2:20][CH2:21][C@H:22]([CH3:48])[O:23][C:24]2[CH:25]=[CH:26][C:27]([C:44]([F:47])([F:46])[F:45])=[CH:28][C:29]=2[C:30]2[CH:43]=[C:34]3[CH:33]=[CH:32][CH:31]=2)[CH2:15][CH2:14]1)[C:7]([O:9]C)=[O:8])([CH3:4])([CH3:3])[CH3:2].[OH-].[Na+], predict the reaction product. The product is: [C:1]([O:5][C@@H:6]([C:11]1[C:40]([CH3:41])=[N:39][C:38]2=[CH:42][C:35]3=[N:36][N:37]2[C:12]=1[N:13]1[CH2:14][CH2:15][C:16]([CH3:51])([O:17][CH2:18][CH2:19][CH2:20][CH2:21][C@H:22]([CH3:48])[O:23][C:24]2[CH:25]=[CH:26][C:27]([C:44]([F:47])([F:46])[F:45])=[CH:28][C:29]=2[C:30]2[CH:43]=[C:34]3[CH:33]=[CH:32][CH:31]=2)[CH2:49][CH2:50]1)[C:7]([OH:9])=[O:8])([CH3:4])([CH3:2])[CH3:3]. (6) Given the reactants [NH:1]1[C:9]2[C:4](=[CH:5][CH:6]=[CH:7][CH:8]=2)[C:3](=O)[C:2]1=[O:11].[C:12]([C:15]1[CH:20]=[N:19][CH:18]=[CH:17][N:16]=1)(=O)[CH3:13].C(C1C=CC(=O)NC=1C)(=[O:23])C, predict the reaction product. The product is: [N:16]1[CH:17]=[CH:18][N:19]=[CH:20][C:15]=1[C:12]1[CH:13]=[C:3]([C:2]([OH:11])=[O:23])[C:4]2[C:9](=[CH:8][CH:7]=[CH:6][CH:5]=2)[N:1]=1. (7) Given the reactants CO[C:3](=[O:23])[C:4]1[CH:9]=[C:8]([NH:10][S:11]([C:14]2[CH:19]=[C:18]([Br:20])[CH:17]=[CH:16][C:15]=2[O:21][CH3:22])(=[O:13])=[O:12])[CH:7]=[N:6][CH:5]=1.C(O)C.[CH3:27][NH2:28], predict the reaction product. The product is: [Br:20][C:18]1[CH:17]=[CH:16][C:15]([O:21][CH3:22])=[C:14]([S:11]([NH:10][C:8]2[CH:7]=[N:6][CH:5]=[C:4]([CH:9]=2)[C:3]([NH:28][CH3:27])=[O:23])(=[O:12])=[O:13])[CH:19]=1.